This data is from Peptide-MHC class II binding affinity with 134,281 pairs from IEDB. The task is: Regression. Given a peptide amino acid sequence and an MHC pseudo amino acid sequence, predict their binding affinity value. This is MHC class II binding data. (1) The MHC is DRB1_0901 with pseudo-sequence DRB1_0901. The peptide sequence is AALHPFALLLVLAGWK. The binding affinity (normalized) is 0.427. (2) The peptide sequence is NNNWLKKFTEMTNACKGMEW. The MHC is DRB1_0401 with pseudo-sequence DRB1_0401. The binding affinity (normalized) is 0.558. (3) The binding affinity (normalized) is 0.590. The peptide sequence is PEFQSIVQTLNAMPE. The MHC is DRB1_0404 with pseudo-sequence DRB1_0404. (4) The binding affinity (normalized) is 0.327. The MHC is DRB3_0202 with pseudo-sequence DRB3_0202. The peptide sequence is NSQDHGWDLNAASAY. (5) The binding affinity (normalized) is 0.666. The peptide sequence is DLTLPWQSGSGGVWR. The MHC is HLA-DQA10201-DQB10301 with pseudo-sequence HLA-DQA10201-DQB10301. (6) The MHC is DRB1_1501 with pseudo-sequence DRB1_1501. The peptide sequence is HLRKVILSEISFHLV. The binding affinity (normalized) is 0.886. (7) The peptide sequence is KNIPQPVRALLEGFL. The MHC is DRB1_1602 with pseudo-sequence DRB1_1602. The binding affinity (normalized) is 0.372. (8) The peptide sequence is ARILRQLATPISVII. The MHC is HLA-DQA10201-DQB10202 with pseudo-sequence HLA-DQA10201-DQB10202. The binding affinity (normalized) is 0.178.